This data is from NCI-60 drug combinations with 297,098 pairs across 59 cell lines. The task is: Regression. Given two drug SMILES strings and cell line genomic features, predict the synergy score measuring deviation from expected non-interaction effect. (1) Drug 1: COC1=NC(=NC2=C1N=CN2C3C(C(C(O3)CO)O)O)N. Drug 2: CC(C)CN1C=NC2=C1C3=CC=CC=C3N=C2N. Cell line: MDA-MB-231. Synergy scores: CSS=-9.50, Synergy_ZIP=3.71, Synergy_Bliss=-2.24, Synergy_Loewe=-7.73, Synergy_HSA=-9.73. (2) Drug 1: C1CN1C2=NC(=NC(=N2)N3CC3)N4CC4. Drug 2: CN(C)C1=NC(=NC(=N1)N(C)C)N(C)C. Cell line: HOP-62. Synergy scores: CSS=55.8, Synergy_ZIP=-1.54, Synergy_Bliss=-5.20, Synergy_Loewe=-5.36, Synergy_HSA=-6.26. (3) Drug 1: C1=NNC2=C1C(=O)NC=N2. Drug 2: CCC1(C2=C(COC1=O)C(=O)N3CC4=CC5=C(C=CC(=C5CN(C)C)O)N=C4C3=C2)O.Cl. Cell line: SF-268. Synergy scores: CSS=24.4, Synergy_ZIP=1.71, Synergy_Bliss=-0.347, Synergy_Loewe=-22.6, Synergy_HSA=-3.84. (4) Drug 1: CN(C)N=NC1=C(NC=N1)C(=O)N. Drug 2: CC1C(C(=O)NC(C(=O)N2CCCC2C(=O)N(CC(=O)N(C(C(=O)O1)C(C)C)C)C)C(C)C)NC(=O)C3=C4C(=C(C=C3)C)OC5=C(C(=O)C(=C(C5=N4)C(=O)NC6C(OC(=O)C(N(C(=O)CN(C(=O)C7CCCN7C(=O)C(NC6=O)C(C)C)C)C)C(C)C)C)N)C. Cell line: SF-268. Synergy scores: CSS=13.8, Synergy_ZIP=6.55, Synergy_Bliss=14.3, Synergy_Loewe=8.29, Synergy_HSA=8.85. (5) Drug 2: CCC(=C(C1=CC=CC=C1)C2=CC=C(C=C2)OCCN(C)C)C3=CC=CC=C3.C(C(=O)O)C(CC(=O)O)(C(=O)O)O. Synergy scores: CSS=20.0, Synergy_ZIP=-4.51, Synergy_Bliss=-0.697, Synergy_Loewe=6.66, Synergy_HSA=7.01. Drug 1: CN(C)N=NC1=C(NC=N1)C(=O)N. Cell line: KM12. (6) Drug 1: CC(C1=C(C=CC(=C1Cl)F)Cl)OC2=C(N=CC(=C2)C3=CN(N=C3)C4CCNCC4)N. Drug 2: CS(=O)(=O)CCNCC1=CC=C(O1)C2=CC3=C(C=C2)N=CN=C3NC4=CC(=C(C=C4)OCC5=CC(=CC=C5)F)Cl. Cell line: KM12. Synergy scores: CSS=44.4, Synergy_ZIP=8.22, Synergy_Bliss=1.88, Synergy_Loewe=-19.1, Synergy_HSA=-0.326. (7) Drug 1: C1=CC=C(C=C1)NC(=O)CCCCCCC(=O)NO. Drug 2: CC(C)(C#N)C1=CC=C(C=C1)N2C3=C4C=C(C=CC4=NC=C3N(C2=O)C)C5=CC6=CC=CC=C6N=C5. Cell line: HT29. Synergy scores: CSS=75.6, Synergy_ZIP=3.85, Synergy_Bliss=3.78, Synergy_Loewe=6.06, Synergy_HSA=9.71.